This data is from Full USPTO retrosynthesis dataset with 1.9M reactions from patents (1976-2016). The task is: Predict the reactants needed to synthesize the given product. Given the product [C:1]([C:3]([CH3:29])([CH3:30])[C@H:4]([NH:6][C:7]([C:9]1[C:17]2[C:12](=[N:13][CH:14]=[C:15]([CH:18]3[CH2:19][CH2:20]3)[N:16]=2)[NH:11][CH:10]=1)=[O:8])[CH3:5])#[N:2], predict the reactants needed to synthesize it. The reactants are: [C:1]([C:3]([CH3:30])([CH3:29])[C@H:4]([NH:6][C:7]([C:9]1[C:17]2[C:12](=[N:13][CH:14]=[C:15]([CH:18]3[CH2:20][CH2:19]3)[N:16]=2)[N:11](COCC[Si](C)(C)C)[CH:10]=1)=[O:8])[CH3:5])#[N:2].C(C(C)(C)[C@@H](NC(C1C2C(=NC=C(C3CC3)N=2)N(COCC[Si](C)(C)C)C=1)=O)C)#N.